Dataset: Catalyst prediction with 721,799 reactions and 888 catalyst types from USPTO. Task: Predict which catalyst facilitates the given reaction. (1) Reactant: O[CH2:2][C:3]([C:5]1[CH:10]=[CH:9][CH:8]=[CH:7][CH:6]=1)=[O:4].N1[CH:16]=[CH:15][CH:14]=[CH:13][C:12]=1[CH:17]=O.O([CH3:21])[Na]. Product: [C:12]1([CH:17]=[CH:2][C:3]([C:5]2[CH:10]=[CH:9][CH:8]=[CH:7][CH:6]=2)=[O:4])[CH:21]=[CH:16][CH:15]=[CH:14][CH:13]=1. The catalyst class is: 1. (2) Reactant: O.O.O.O.O.[S:6]([O-:10])([O-:9])(=[O:8])=[O:7].[Cu+2:11].[Na].[O:13]=[C:14]1[O:20][C@H:19]([C@H:21]([CH2:23][OH:24])[OH:22])[C:17]([OH:18])=[C:15]1[OH:16].[N-]=[N+]=[N-].[Na+].C1(N)CCCCC1N. Product: [S:6]([O-:10])([O-:9])(=[O:8])=[O:7].[Cu+2:11].[O:13]=[C:14]1[O:20][C@H:19]([C@H:21]([CH2:23][OH:24])[OH:22])[C:17]([OH:18])=[C:15]1[OH:16]. The catalyst class is: 97. (3) The catalyst class is: 657. Reactant: Cl.C(=[N:15][C:16]1[CH:17]=[CH:18][C:19]([F:33])=[C:20]([C@:22]2([CH3:32])[CH2:27][N:26]3[CH:28]=[CH:29][N:30]=[C:25]3[C:24]([NH2:31])=[N:23]2)[CH:21]=1)(C1C=CC=CC=1)C1C=CC=CC=1. Product: [NH2:15][C:16]1[CH:17]=[CH:18][C:19]([F:33])=[C:20]([C@:22]2([CH3:32])[CH2:27][N:26]3[CH:28]=[CH:29][N:30]=[C:25]3[C:24]([NH2:31])=[N:23]2)[CH:21]=1. (4) Reactant: [OH:1][CH:2]1[CH2:7][CH2:6][N:5]([C:8]([O:10][C:11]([CH3:14])([CH3:13])[CH3:12])=[O:9])[CH2:4][CH2:3]1.[H-].[Na+].Cl[C:18]1[CH:23]=[C:22]([CH3:24])[N:21]=[CH:20][N:19]=1. Product: [CH3:24][C:22]1[N:21]=[CH:20][N:19]=[C:18]([O:1][CH:2]2[CH2:3][CH2:4][N:5]([C:8]([O:10][C:11]([CH3:14])([CH3:13])[CH3:12])=[O:9])[CH2:6][CH2:7]2)[CH:23]=1. The catalyst class is: 85. (5) Reactant: [Br:1][C:2]1[CH:24]=[CH:23][C:5]([CH2:6][NH:7][C:8]2[N:16]=[C:15](Cl)[N:14]=[C:13]3[C:9]=2[N:10]=[CH:11][N:12]3[CH:18]2[CH2:22][CH2:21][CH2:20][CH2:19]2)=[CH:4][CH:3]=1.[NH2:25][C@H:26]1[CH2:31][CH2:30][C@H:29]([NH2:32])[CH2:28][CH2:27]1.O. Product: [NH2:25][CH:26]1[CH2:31][CH2:30][CH:29]([NH:32][C:15]2[N:14]=[C:13]3[C:9]([N:10]=[CH:11][N:12]3[CH:18]3[CH2:22][CH2:21][CH2:20][CH2:19]3)=[C:8]([NH:7][CH2:6][C:5]3[CH:23]=[CH:24][C:2]([Br:1])=[CH:3][CH:4]=3)[N:16]=2)[CH2:28][CH2:27]1. The catalyst class is: 13. (6) Product: [CH2:1]([N:3]([S:18]([C:21]1[S:22][CH:23]=[CH:24][CH:25]=1)(=[O:20])=[O:19])[C:4]1[CH:5]=[CH:6][CH:7]=[C:8]2[C:12]=1[NH:11][C:10]([C:13]([OH:15])=[O:14])=[CH:9]2)[CH3:2]. Reactant: [CH2:1]([N:3]([S:18]([C:21]1[S:22][CH:23]=[CH:24][CH:25]=1)(=[O:20])=[O:19])[C:4]1[CH:5]=[CH:6][CH:7]=[C:8]2[C:12]=1[NH:11][C:10]([C:13]([O:15]CC)=[O:14])=[CH:9]2)[CH3:2].[OH-].[Na+].O1CCCC1. The catalyst class is: 5. (7) Reactant: [CH2:1]([N:3]1[C:7]([O:8][C:9]2[CH:14]=[CH:13][C:12]([F:15])=[CH:11][C:10]=2[N+:16]([O-])=O)=[CH:6][C:5]([C:19]2[CH:20]=[C:21]([CH:24]=[CH:25][CH:26]=2)[C:22]#[N:23])=[N:4]1)[CH3:2].[H][H]. Product: [NH2:16][C:10]1[CH:11]=[C:12]([F:15])[CH:13]=[CH:14][C:9]=1[O:8][C:7]1[N:3]([CH2:1][CH3:2])[N:4]=[C:5]([C:19]2[CH:20]=[C:21]([CH:24]=[CH:25][CH:26]=2)[C:22]#[N:23])[CH:6]=1. The catalyst class is: 5.